From a dataset of Reaction yield outcomes from USPTO patents with 853,638 reactions. Predict the reaction yield, written as a fraction of the theoretical maximum amount of product (1.0 means a 100% yield; for example, 0.34 means a 34% yield). (1) The yield is 0.730. The catalyst is O. The reactants are [CH2:1]([N:3]1[C:11]2[CH:10]=[C:9]3[N:12](COCC[Si](C)(C)C)[C:13]([C:15]4[C:23]5[C:18](=[CH:19][C:20]([C:24]6[CH:28]=[CH:27][S:26][CH:25]=6)=[CH:21][CH:22]=5)[N:17](COCC[Si](C)(C)C)[N:16]=4)=[N:14][C:8]3=[CH:7][C:6]=2[C:5]([CH3:46])([CH3:45])[C:4]1=[O:47])[CH3:2].[F-].C([N+](CCCC)(CCCC)CCCC)CCC.C(N)CN. The product is [CH2:1]([N:3]1[C:11]2[CH:10]=[C:9]3[NH:12][C:13]([C:15]4[C:23]5[C:18](=[CH:19][C:20]([C:24]6[CH:28]=[CH:27][S:26][CH:25]=6)=[CH:21][CH:22]=5)[NH:17][N:16]=4)=[N:14][C:8]3=[CH:7][C:6]=2[C:5]([CH3:46])([CH3:45])[C:4]1=[O:47])[CH3:2]. (2) The yield is 0.860. The product is [CH3:10][NH:9][C:7](=[O:8])[C:6]1[CH:11]=[C:2]([N:15]2[CH2:20][CH2:19][O:18][CH2:17][CH2:16]2)[CH:3]=[CH:4][C:5]=1[N+:12]([O-:14])=[O:13]. The catalyst is CN(C=O)C. The reactants are F[C:2]1[CH:3]=[CH:4][C:5]([N+:12]([O-:14])=[O:13])=[C:6]([CH:11]=1)[C:7]([NH:9][CH3:10])=[O:8].[NH:15]1[CH2:20][CH2:19][O:18][CH2:17][CH2:16]1.C([O-])([O-])=O.[Cs+].[Cs+]. (3) The reactants are [NH2:1][C:2]([C:4]1[CH:9]=[C:8]([C:10]([NH:12][CH2:13][C:14]([CH3:17])([CH3:16])[CH3:15])=[O:11])[CH:7]=[CH:6][C:5]=1[C:18]1[C:23]([CH3:24])=[C:22]([F:25])[CH:21]=[C:20]([C:26]([OH:28])=O)[CH:19]=1)=[O:3].CN(C(ON1N=NC2C=CC=CC1=2)=[N+](C)C)C.F[P-](F)(F)(F)(F)F.CCN(CC)CC.[F:60][C:61]1[CH:66]=[CH:65][C:64]([CH2:67][NH2:68])=[CH:63][CH:62]=1. The catalyst is CN(C=O)C. The product is [CH3:17][C:14]([CH3:16])([CH3:15])[CH2:13][NH:12][C:10]([C:8]1[CH:9]=[C:4]([C:2]([NH2:1])=[O:3])[C:5]([C:18]2[C:23]([CH3:24])=[C:22]([F:25])[CH:21]=[C:20]([C:26]([NH:68][CH2:67][C:64]3[CH:65]=[CH:66][C:61]([F:60])=[CH:62][CH:63]=3)=[O:28])[CH:19]=2)=[CH:6][CH:7]=1)=[O:11]. The yield is 0.650. (4) The reactants are [F:1][C:2]1[C:3]([NH2:9])=[N:4][C:5]([NH2:8])=[N:6][CH:7]=1.ClC1N=C(N[C:18]2[CH:23]=[CH:22][CH:21]=[C:20]([OH:24])[CH:19]=2)C(F)=CN=1. No catalyst specified. The product is [F:1][C:2]1[C:3]([NH:9][C:18]2[CH:23]=[CH:22][CH:21]=[C:20]([OH:24])[CH:19]=2)=[N:4][C:5]([NH2:8])=[N:6][CH:7]=1. The yield is 0.410.